Dataset: Catalyst prediction with 721,799 reactions and 888 catalyst types from USPTO. Task: Predict which catalyst facilitates the given reaction. (1) Reactant: [C:1]([O:5][C:6]([NH:8][CH:9]1[CH2:13][CH2:12][NH:11][CH2:10]1)=[O:7])([CH3:4])([CH3:3])[CH3:2].C(N(CC)CC)C.[CH3:21][S:22](Cl)(=[O:24])=[O:23]. Product: [C:1]([O:5][C:6](=[O:7])[NH:8][CH:9]1[CH2:13][CH2:12][N:11]([S:22]([CH3:21])(=[O:24])=[O:23])[CH2:10]1)([CH3:4])([CH3:2])[CH3:3]. The catalyst class is: 2. (2) Reactant: Br[C:2]1[CH:3]=[C:4]([C:14]([NH:16][CH2:17][C:18]2[C:19](=[O:26])[NH:20][C:21]([CH3:25])=[CH:22][C:23]=2[CH3:24])=[O:15])[C:5]2[CH:6]=[N:7][N:8]([CH:11]([CH3:13])[CH3:12])[C:9]=2[CH:10]=1.[F:27][C:28]([F:39])([F:38])[C:29]1[CH:34]=[CH:33][CH:32]=[CH:31][C:30]=1B(O)O.C(=O)(O)[O-].[Na+].O. Product: [CH3:24][C:23]1[CH:22]=[C:21]([CH3:25])[NH:20][C:19](=[O:26])[C:18]=1[CH2:17][NH:16][C:14]([C:4]1[C:5]2[CH:6]=[N:7][N:8]([CH:11]([CH3:13])[CH3:12])[C:9]=2[CH:10]=[C:2]([C:30]2[CH:31]=[CH:32][CH:33]=[CH:34][C:29]=2[C:28]([F:39])([F:38])[F:27])[CH:3]=1)=[O:15]. The catalyst class is: 669. (3) Reactant: [NH2:1][C:2]1[C:7]([O:8][C:9]2[CH:14]=[CH:13][C:12]([F:15])=[CH:11][C:10]=2[F:16])=[CH:6][C:5]([S:17][C:18]2[CH:23]=[CH:22][CH:21]=[CH:20][N:19]=2)=[CH:4][N:3]=1.Cl[C:25]1[CH:32]=[CH:31][C:28]([C:29]#[N:30])=[CH:27][N:26]=1.C(=O)([O-])[O-].[Cs+].[Cs+].C1(P(C2C=CC=CC=2)C2C3OC4C(=CC=CC=4P(C4C=CC=CC=4)C4C=CC=CC=4)C(C)(C)C=3C=CC=2)C=CC=CC=1.O.[Cl-].[NH4+]. Product: [F:16][C:10]1[CH:11]=[C:12]([F:15])[CH:13]=[CH:14][C:9]=1[O:8][C:7]1[C:2]([NH:1][C:25]2[CH:32]=[CH:31][C:28]([C:29]#[N:30])=[CH:27][N:26]=2)=[N:3][CH:4]=[C:5]([S:17][C:18]2[CH:23]=[CH:22][CH:21]=[CH:20][N:19]=2)[CH:6]=1. The catalyst class is: 155. (4) Reactant: C(O)(C(F)(F)F)=O.C(OC([NH:15][C@@H:16]([CH2:61][OH:62])[C:17]([NH:19][CH2:20][CH2:21][O:22][C:23]1[CH:24]=[C:25]([CH:58]=[CH:59][CH:60]=1)[CH2:26][O:27][CH2:28][C@H:29]([NH:34][C:35](=[O:57])[CH2:36][N:37]1[CH:41]=[C:40]([CH2:42][O:43][C:44]2[CH:56]=[CH:55][C:47]3[N:48]=[C:49]([S:51](=[O:54])(=[O:53])[NH2:52])[S:50][C:46]=3[CH:45]=2)[N:39]=[N:38]1)[C:30]([O:32]C)=[O:31])=[O:18])=O)(C)(C)C. Product: [NH2:15][C@@H:16]([CH2:61][OH:62])[C:17]([NH:19][CH2:20][CH2:21][O:22][C:23]1[CH:24]=[C:25]([CH:58]=[CH:59][CH:60]=1)[CH2:26][O:27][CH2:28][C@H:29]([NH:34][C:35](=[O:57])[CH2:36][N:37]1[CH:41]=[C:40]([CH2:42][O:43][C:44]2[CH:56]=[CH:55][C:47]3[N:48]=[C:49]([S:51](=[O:53])(=[O:54])[NH2:52])[S:50][C:46]=3[CH:45]=2)[N:39]=[N:38]1)[C:30]([OH:32])=[O:31])=[O:18]. The catalyst class is: 2. (5) Reactant: [N:1]1[CH:6]=[CH:5][CH:4]=[C:3](/[CH:7]=[CH:8]/[CH2:9][CH:10]([OH:12])[CH3:11])[CH:2]=1.[C:13]1([CH3:23])[CH:18]=[CH:17][C:16]([S:19](Cl)(=[O:21])=[O:20])=[CH:15][CH:14]=1. Product: [C:13]1([CH3:23])[CH:18]=[CH:17][C:16]([S:19]([O:12][CH:10]([CH2:9]/[CH:8]=[CH:7]/[C:3]2[CH:2]=[N:1][CH:6]=[CH:5][CH:4]=2)[CH3:11])(=[O:21])=[O:20])=[CH:15][CH:14]=1. The catalyst class is: 17. (6) Reactant: [Cl:1][C:2]1[C:3](I)=[C:4]2[N:10]([CH:11]([CH2:14][CH3:15])[CH2:12][CH3:13])[C:9]([OH:16])=[N:8][C:5]2=[N:6][CH:7]=1.[C:18]1(B(O)O)[CH:23]=[CH:22][CH:21]=[CH:20][CH:19]=1.O1CCOCC1.C([O-])([O-])=O.[K+].[K+]. Product: [Cl:1][C:2]1[C:3]([C:18]2[CH:23]=[CH:22][CH:21]=[CH:20][CH:19]=2)=[C:4]2[N:10]([CH:11]([CH2:14][CH3:15])[CH2:12][CH3:13])[C:9]([OH:16])=[N:8][C:5]2=[N:6][CH:7]=1. The catalyst class is: 161. (7) Reactant: CCN(C(C)C)C(C)C.[F:10][C:11]1[CH:12]=[C:13]([C:17]2[N:22]=[CH:21][C:20]([C:23]([OH:25])=O)=[CH:19][N:18]=2)[CH:14]=[CH:15][CH:16]=1.CN(C(ON1N=NC2C=CC=NC1=2)=[N+](C)C)C.F[P-](F)(F)(F)(F)F.[F:50][C:51]1[CH:52]=[CH:53][C:54]2[O:59][CH2:58][CH2:57][N:56]([NH2:60])[C:55]=2[CH:61]=1. Product: [F:50][C:51]1[CH:52]=[CH:53][C:54]2[O:59][CH2:58][CH2:57][N:56]([NH:60][C:23]([C:20]3[CH:21]=[N:22][C:17]([C:13]4[CH:14]=[CH:15][CH:16]=[C:11]([F:10])[CH:12]=4)=[N:18][CH:19]=3)=[O:25])[C:55]=2[CH:61]=1. The catalyst class is: 3. (8) Reactant: F[C:2]1[CH:9]=[CH:8][C:5]([C:6]#[N:7])=[CH:4][CH:3]=1.[NH2:10][CH2:11][CH2:12][OH:13].C(=O)([O-])[O-].[K+].[K+]. Product: [OH:13][CH2:12][CH2:11][NH:10][C:2]1[CH:9]=[CH:8][C:5]([C:6]#[N:7])=[CH:4][CH:3]=1. The catalyst class is: 58. (9) Reactant: [OH:1][C:2]1[CH:3]=[C:4]([N:10]([CH2:20][C:21]2[CH:22]=[N:23][CH:24]=[CH:25][CH:26]=2)[C:11]2[CH:12]=[C:13]([CH:17]=[CH:18][CH:19]=2)[C:14]([OH:16])=[O:15])[CH:5]=[CH:6][C:7]=1[O:8][CH3:9].[C:27](Cl)(=O)C. Product: [OH:1][C:2]1[CH:3]=[C:4]([N:10]([CH2:20][C:21]2[CH:22]=[N:23][CH:24]=[CH:25][CH:26]=2)[C:11]2[CH:12]=[C:13]([CH:17]=[CH:18][CH:19]=2)[C:14]([O:16][CH3:27])=[O:15])[CH:5]=[CH:6][C:7]=1[O:8][CH3:9]. The catalyst class is: 5.